This data is from Reaction yield outcomes from USPTO patents with 853,638 reactions. The task is: Predict the reaction yield, written as a fraction of the theoretical maximum amount of product (1.0 means a 100% yield; for example, 0.34 means a 34% yield). (1) The reactants are Cl[C:2]1[CH:7]=[C:6]([Cl:8])[N:5]=[N:4][C:3]=1[C:9]([O:11][CH2:12][CH3:13])=[O:10].[C:14]([C:18]1[N:23]=[C:22]([NH2:24])[CH:21]=[CH:20][CH:19]=1)([CH3:17])([CH3:16])[CH3:15]. The catalyst is C(#N)C. The product is [C:14]([C:18]1[N:23]=[C:22]([NH:24][C:2]2[CH:7]=[C:6]([Cl:8])[N:5]=[N:4][C:3]=2[C:9]([O:11][CH2:12][CH3:13])=[O:10])[CH:21]=[CH:20][CH:19]=1)([CH3:17])([CH3:15])[CH3:16]. The yield is 0.487. (2) The reactants are [CH2:1]([N:3]1[CH:7]=[C:6]([C:8]2[CH:13]=[CH:12][N:11]=[CH:10][CH:9]=2)[C:5]([C:14]2[C:15]([F:22])=[C:16]([NH2:21])[CH:17]=[CH:18][C:19]=2[F:20])=[N:4]1)[CH3:2].[F:23][C:24]1[CH:29]=[CH:28][C:27]([F:30])=[CH:26][C:25]=1[S:31](Cl)(=[O:33])=[O:32].S(Cl)(Cl)(=O)=O. The yield is 0.620. The product is [CH2:1]([N:3]1[CH:7]=[C:6]([C:8]2[CH:13]=[CH:12][N:11]=[CH:10][CH:9]=2)[C:5]([C:14]2[C:15]([F:22])=[C:16]([NH:21][S:31]([C:25]3[CH:26]=[C:27]([F:30])[CH:28]=[CH:29][C:24]=3[F:23])(=[O:33])=[O:32])[CH:17]=[CH:18][C:19]=2[F:20])=[N:4]1)[CH3:2]. The catalyst is N1C=CC=CC=1. (3) The reactants are [OH:1][CH:2]([C:6]([CH2:11][C:12]([O-:14])=[O:13])([C:8]([O-:10])=[O:9])[OH:7])[C:3]([O-:5])=[O:4].[Ca+2].O[CH:17]([C:21]([CH2:26][C:27]([O-])=O)([C:23]([O-])=O)O)[C:18]([O-])=O.[Ca+2].[Ca+2].[C:46]1([CH3:51])[C:47](S(OS([C:45]2[C:46]([CH3:51])=[CH:47][CH:48]=[CH:49][CH:50]=2)(=O)=O)(=O)=O)=[CH:48][CH:49]=[CH:50][CH:45]=1.[CH2:53](O)[C:54]1[CH:59]=[CH:58][CH:57]=[CH:56][CH:55]=1.[C:61](=O)([O-])O.[Na+]. The catalyst is C(OCC)(=O)C.O.C1(C)C=CC=CC=1. The product is [CH2:23]([O:4][C:3](=[O:5])[CH:2]([OH:1])[C:6]([CH2:11][C:12]([O:14][CH2:51][C:46]1[CH:45]=[CH:50][CH:49]=[CH:48][CH:47]=1)=[O:13])([C:8]([O:10][CH2:53][C:54]1[CH:59]=[CH:58][CH:57]=[CH:56][CH:55]=1)=[O:9])[OH:7])[C:21]1[CH:26]=[CH:27][CH:61]=[CH:18][CH:17]=1. The yield is 0.400. (4) The reactants are C1(P(C2C=CC=CC=2)C2C=CC=CC=2)C=CC=CC=1.BrN1C(=O)CCC1=O.[Cl:28][C:29]1[CH:30]=[C:31](/[C:41](=[CH:45]\[CH:46]2[CH2:52][CH2:51][CH2:50][CH2:49][CH2:48][CH2:47]2)/[C:42](O)=[O:43])[CH:32]=[CH:33][C:34]=1[N:35]1[C:39]([CH3:40])=[N:38][N:37]=[N:36]1.[NH2:53][C:54]1[S:55][CH:56]=[CH:57][N:58]=1. The catalyst is C(Cl)Cl. The product is [Cl:28][C:29]1[CH:30]=[C:31](/[C:41](=[CH:45]\[CH:46]2[CH2:52][CH2:51][CH2:50][CH2:49][CH2:48][CH2:47]2)/[C:42]([NH:53][C:54]2[S:55][CH:56]=[CH:57][N:58]=2)=[O:43])[CH:32]=[CH:33][C:34]=1[N:35]1[C:39]([CH3:40])=[N:38][N:37]=[N:36]1. The yield is 0.660. (5) The yield is 0.910. The product is [CH2:5]([O:7][C:8](=[O:12])[C:9]([C:20]1[CH:21]=[CH:22][C:17]([S:16][CH:13]2[CH2:15][CH2:14]2)=[CH:18][CH:19]=1)=[O:10])[CH3:6]. The reactants are [Cl-].[Cl-].[Cl-].[Al+3].[CH2:5]([O:7][C:8](=[O:12])[C:9](Cl)=[O:10])[CH3:6].[CH:13]1([S:16][C:17]2[CH:22]=[CH:21][CH:20]=[CH:19][CH:18]=2)[CH2:15][CH2:14]1. The catalyst is C(Cl)Cl. (6) The reactants are C([N:14]1[CH2:17][CH:16]([O:18][C:19]2[CH:24]=[CH:23][C:22]([C:25]3[CH:30]=[CH:29][CH:28]=[CH:27][CH:26]=3)=[CH:21][CH:20]=2)[CH2:15]1)(C1C=CC=CC=1)C1C=CC=CC=1.[Cl:31]C(OC(Cl)C)=O. The catalyst is ClCCl. The product is [ClH:31].[C:22]1([C:25]2[CH:30]=[CH:29][CH:28]=[CH:27][CH:26]=2)[CH:23]=[CH:24][C:19]([O:18][CH:16]2[CH2:17][NH:14][CH2:15]2)=[CH:20][CH:21]=1. The yield is 0.720. (7) The reactants are [NH2:1][CH2:2][CH2:3][N:4]1[C:12]2[CH2:11][CH2:10][CH2:9][CH2:8][C:7]=2[CH:6]=[C:5]1[C:13]([O:15]CC)=O.[O-]CC.[Na+]. The catalyst is C(O)C. The product is [C:13]1(=[O:15])[C:5]2=[CH:6][C:7]3[CH2:8][CH2:9][CH2:10][CH2:11][C:12]=3[N:4]2[CH2:3][CH2:2][NH:1]1. The yield is 0.420.